This data is from Catalyst prediction with 721,799 reactions and 888 catalyst types from USPTO. The task is: Predict which catalyst facilitates the given reaction. (1) Reactant: Cl.[CH3:2][N:3]1[C:7]2[CH:8]=[CH:9][C:10]([C:12]3[CH:17]=[CH:16][C:15]([C:18]([N:20]4[CH2:25][CH2:24][NH:23][CH2:22][CH2:21]4)=[O:19])=[CH:14][CH:13]=3)=[CH:11][C:6]=2[N:5]=[CH:4]1.[C:26]([O:30][C:31]([NH:33][C:34]1([C:37](O)=[O:38])[CH2:36][CH2:35]1)=[O:32])([CH3:29])([CH3:28])[CH3:27].CN(C(ON1N=NC2C=CC=CC1=2)=[N+](C)C)C.F[P-](F)(F)(F)(F)F.CCN(C(C)C)C(C)C. Product: [CH3:2][N:3]1[C:7]2[CH:8]=[CH:9][C:10]([C:12]3[CH:17]=[CH:16][C:15]([C:18]([N:20]4[CH2:25][CH2:24][N:23]([C:37]([C:34]5([NH:33][C:31](=[O:32])[O:30][C:26]([CH3:28])([CH3:27])[CH3:29])[CH2:36][CH2:35]5)=[O:38])[CH2:22][CH2:21]4)=[O:19])=[CH:14][CH:13]=3)=[CH:11][C:6]=2[N:5]=[CH:4]1. The catalyst class is: 145. (2) Reactant: [CH2:1]([O:8][C:9]([NH:11][C:12]1[C:13]([CH3:35])=[C:14]([C:18]2[C:30]3[C:29]4[C:24](=[CH:25][C:26]([Br:31])=[CH:27][CH:28]=4)[NH:23][C:22]=3[C:21]([C:32]([OH:34])=O)=[N:20][CH:19]=2)[CH:15]=[CH:16][CH:17]=1)=[O:10])[C:2]1[CH:7]=[CH:6][CH:5]=[CH:4][CH:3]=1.[Cl-].[NH4+].C([N:41](CC)C(C)C)(C)C.F[P-](F)(F)(F)(F)F.N1(O[P+](N(C)C)(N(C)C)N(C)C)C2C=CC=CC=2N=N1.CN1CCOCC1. Product: [Br:31][C:26]1[CH:25]=[C:24]2[C:29]([C:30]3[C:18]([C:14]4[C:13]([CH3:35])=[C:12]([NH:11][C:9](=[O:10])[O:8][CH2:1][C:2]5[CH:7]=[CH:6][CH:5]=[CH:4][CH:3]=5)[CH:17]=[CH:16][CH:15]=4)=[CH:19][N:20]=[C:21]([C:32](=[O:34])[NH2:41])[C:22]=3[NH:23]2)=[CH:28][CH:27]=1. The catalyst class is: 18. (3) Reactant: [Cl:1][C:2]1[C:3]([NH:15][C:16]([C:18]2[C:26]3[C:21](=[CH:22][CH:23]=[CH:24][C:25]=3[F:27])[N:20]([CH3:28])[CH:19]=2)=[O:17])=[CH:4][C:5]([F:14])=[C:6]([CH2:8][C:9]([O:11]CC)=[O:10])[CH:7]=1.[OH-].[Na+].Cl. Product: [Cl:1][C:2]1[C:3]([NH:15][C:16]([C:18]2[C:26]3[C:21](=[CH:22][CH:23]=[CH:24][C:25]=3[F:27])[N:20]([CH3:28])[CH:19]=2)=[O:17])=[CH:4][C:5]([F:14])=[C:6]([CH2:8][C:9]([OH:11])=[O:10])[CH:7]=1. The catalyst class is: 1. (4) Reactant: [Cl:1][C:2]1[CH:16]=[C:15]([Cl:17])[C:14]([C:18]2[N:26]=[C:25]([Cl:27])[N:24]=[C:23]3[C:19]=2[N:20]=[CH:21][N:22]3CC2C=CC(OC)=CC=2)=[CH:13][C:3]=1[O:4][CH2:5][CH2:6][N:7]1[CH2:11][CH2:10][CH2:9][C:8]1=[O:12].[OH-].[NH4+]. Product: [Cl:1][C:2]1[CH:16]=[C:15]([Cl:17])[C:14]([C:18]2[N:26]=[C:25]([Cl:27])[N:24]=[C:23]3[C:19]=2[N:20]=[CH:21][NH:22]3)=[CH:13][C:3]=1[O:4][CH2:5][CH2:6][N:7]1[CH2:11][CH2:10][CH2:9][C:8]1=[O:12]. The catalyst class is: 55. (5) Reactant: CI.[Cl:3][C:4]1[CH:9]=[CH:8][C:7]([C:10]([C:12]2[CH:17]=[CH:16][C:15]([F:18])=[CH:14][CH:13]=2)=[O:11])=[C:6]([OH:19])[CH:5]=1.[C:20](=O)([O-])[O-].[K+].[K+]. Product: [Cl:3][C:4]1[CH:9]=[CH:8][C:7]([C:10]([C:12]2[CH:17]=[CH:16][C:15]([F:18])=[CH:14][CH:13]=2)=[O:11])=[C:6]([O:19][CH3:20])[CH:5]=1. The catalyst class is: 9. (6) Reactant: [NH2:1][C:2]1[CH:3]=[C:4]([CH:7]=[CH:8][CH:9]=1)[C:5]#[N:6].C(N(CC)CC)C.FC(F)(F)S(O[Si:23]([CH3:26])([CH3:25])[CH3:24])(=O)=O. Product: [CH3:24][Si:23]([N:1]([Si:23]([CH3:26])([CH3:25])[CH3:24])[C:2]1[CH:3]=[C:4]([CH:7]=[CH:8][CH:9]=1)[C:5]#[N:6])([CH3:26])[CH3:25]. The catalyst class is: 11. (7) Reactant: [CH3:1][N:2]1[C:6]([C:7](=[N:14][O:15][CH2:16][C:17]2[N:22]=[C:21]([NH:23][C:24](=[O:30])[O:25][C:26]([CH3:29])([CH3:28])[CH3:27])[CH:20]=[CH:19][CH:18]=2)[C:8]2[CH:13]=[CH:12][CH:11]=[CH:10][CH:9]=2)=[N:5][N:4]=[N:3]1.[H-].[Na+].Br[CH2:34][CH2:35][CH:36]1[CH2:41][CH2:40][CH2:39][CH2:38][CH2:37]1.O. Product: [CH:36]1([CH2:35][CH2:34][N:23]([C:21]2[CH:20]=[CH:19][CH:18]=[C:17]([CH2:16][O:15][N:14]=[C:7]([C:6]3[N:2]([CH3:1])[N:3]=[N:4][N:5]=3)[C:8]3[CH:13]=[CH:12][CH:11]=[CH:10][CH:9]=3)[N:22]=2)[C:24](=[O:30])[O:25][C:26]([CH3:27])([CH3:29])[CH3:28])[CH2:41][CH2:40][CH2:39][CH2:38][CH2:37]1. The catalyst class is: 31.